From a dataset of Merck oncology drug combination screen with 23,052 pairs across 39 cell lines. Regression. Given two drug SMILES strings and cell line genomic features, predict the synergy score measuring deviation from expected non-interaction effect. (1) Drug 1: CN(Cc1cnc2nc(N)nc(N)c2n1)c1ccc(C(=O)NC(CCC(=O)O)C(=O)O)cc1. Drug 2: C#Cc1cccc(Nc2ncnc3cc(OCCOC)c(OCCOC)cc23)c1. Cell line: LNCAP. Synergy scores: synergy=11.9. (2) Drug 1: CCC1=CC2CN(C1)Cc1c([nH]c3ccccc13)C(C(=O)OC)(c1cc3c(cc1OC)N(C)C1C(O)(C(=O)OC)C(OC(C)=O)C4(CC)C=CCN5CCC31C54)C2. Drug 2: COC1CC2CCC(C)C(O)(O2)C(=O)C(=O)N2CCCCC2C(=O)OC(C(C)CC2CCC(OP(C)(C)=O)C(OC)C2)CC(=O)C(C)C=C(C)C(O)C(OC)C(=O)C(C)CC(C)C=CC=CC=C1C. Cell line: COLO320DM. Synergy scores: synergy=7.63. (3) Drug 1: COc1cccc2c1C(=O)c1c(O)c3c(c(O)c1C2=O)CC(O)(C(=O)CO)CC3OC1CC(N)C(O)C(C)O1. Drug 2: C=CCn1c(=O)c2cnc(Nc3ccc(N4CCN(C)CC4)cc3)nc2n1-c1cccc(C(C)(C)O)n1. Cell line: UWB1289BRCA1. Synergy scores: synergy=2.85. (4) Drug 1: COc1cccc2c1C(=O)c1c(O)c3c(c(O)c1C2=O)CC(O)(C(=O)CO)CC3OC1CC(N)C(O)C(C)O1. Drug 2: CS(=O)(=O)CCNCc1ccc(-c2ccc3ncnc(Nc4ccc(OCc5cccc(F)c5)c(Cl)c4)c3c2)o1. Cell line: UWB1289BRCA1. Synergy scores: synergy=0.814. (5) Drug 1: CN(Cc1cnc2nc(N)nc(N)c2n1)c1ccc(C(=O)NC(CCC(=O)O)C(=O)O)cc1. Drug 2: Cn1nnc2c(C(N)=O)ncn2c1=O. Cell line: MDAMB436. Synergy scores: synergy=-7.24. (6) Drug 1: NC1(c2ccc(-c3nc4ccn5c(=O)[nH]nc5c4cc3-c3ccccc3)cc2)CCC1. Drug 2: CC(C)CC(NC(=O)C(Cc1ccccc1)NC(=O)c1cnccn1)B(O)O. Cell line: A2780. Synergy scores: synergy=21.6.